This data is from Reaction yield outcomes from USPTO patents with 853,638 reactions. The task is: Predict the reaction yield, written as a fraction of the theoretical maximum amount of product (1.0 means a 100% yield; for example, 0.34 means a 34% yield). (1) The reactants are C(N(CC)CC)C.Br[CH2:9][C:10]([C:12]1([C:15]2[CH:20]=[CH:19][C:18]([Cl:21])=[CH:17][CH:16]=2)[CH2:14][CH2:13]1)=[O:11].[CH3:22][N:23]1[CH:27]=[N:26][N:25]=[C:24]1[SH:28]. The catalyst is CC#N.C(Cl)Cl. The product is [Cl:21][C:18]1[CH:19]=[CH:20][C:15]([C:12]2([C:10](=[O:11])[CH2:9][S:28][C:24]3[N:23]([CH3:22])[CH:27]=[N:26][N:25]=3)[CH2:14][CH2:13]2)=[CH:16][CH:17]=1. The yield is 0.280. (2) The reactants are [Br:1][C:2]1[CH:3]=[CH:4][C:5]([OH:11])=[C:6]([C:8](=[O:10])[CH3:9])[CH:7]=1.[O:12]1[CH2:17][CH2:16][CH2:15][CH:14]([CH:18]=O)[CH2:13]1.N1CCCC1. The catalyst is CO. The product is [Br:1][C:2]1[CH:7]=[C:6]2[C:5](=[CH:4][CH:3]=1)[O:11][CH:18]([CH:14]1[CH2:15][CH2:16][CH2:17][O:12][CH2:13]1)[CH2:9][C:8]2=[O:10]. The yield is 0.690. (3) The reactants are [NH2:1][C:2]1[CH:11]=[CH:10][C:9]2[C:4](=[CH:5][CH:6]=[C:7]([C:12]([OH:14])=[O:13])[CH:8]=2)[CH:3]=1.[C:15](Cl)(=[O:18])[CH:16]=[CH2:17]. The catalyst is CN(C=O)C.N1C=CC=CC=1.O. The product is [C:15]([NH:1][C:2]1[CH:3]=[C:4]2[C:9](=[CH:10][CH:11]=1)[CH:8]=[C:7]([C:12]([OH:14])=[O:13])[CH:6]=[CH:5]2)(=[O:18])[CH:16]=[CH2:17]. The yield is 0.415. (4) The reactants are Br[C:2]1[N:7]=[C:6]([C:8]2[C:16]3[C:11](=[N:12][CH:13]=[CH:14][CH:15]=3)[N:10](C(C3C=CC=CC=3)(C3C=CC=CC=3)C3C=CC=CC=3)[N:9]=2)[CH:5]=[CH:4][CH:3]=1.[C:36]1([C@H:42]2[CH2:47][NH:46][CH2:45][CH2:44][NH:43]2)[CH:41]=[CH:40][CH:39]=[CH:38][CH:37]=1.CC(C)([O-])C.[Na+].C1(P(C2CCCCC2)C2C=CC=CC=2C2C=CC=CC=2C)CCCCC1.C([SiH](CC)CC)C.C(O)([C:89]([F:92])([F:91])[F:90])=O. The catalyst is COCCOC.C(Cl)Cl.C([O-])(=O)C.[Pd+2].C([O-])(=O)C. The product is [C:36]1([C@H:42]2[NH:43][CH2:44][CH2:45][N:46]([C:2]3[N:7]=[C:6]([C:8]4[C:16]5[C:11](=[N:12][CH:13]=[CH:14][CH:15]=5)[NH:10][N:9]=4)[C:5]([C:89]([F:92])([F:91])[F:90])=[CH:4][CH:3]=3)[CH2:47]2)[CH:37]=[CH:38][CH:39]=[CH:40][CH:41]=1. The yield is 0.290. (5) The reactants are N[C:2]1[CH:12]=[CH:11][C:10]2[CH:9]3[CH2:13][CH:5]([CH2:6][N:7]([C:14](=[O:19])[C:15]([F:18])([F:17])[F:16])[CH2:8]3)[C:4]=2[CH:3]=1.N([O-])=O.[Na+].[ClH:24]. The catalyst is O.Cl[Cu]. The product is [Cl:24][C:2]1[CH:12]=[CH:11][C:10]2[CH:9]3[CH2:13][CH:5]([CH2:6][N:7]([C:14](=[O:19])[C:15]([F:18])([F:17])[F:16])[CH2:8]3)[C:4]=2[CH:3]=1. The yield is 0.950. (6) The reactants are [Cl:1][C:2]1[CH:3]=[C:4]([CH2:9][C:10]([N:12]([C@@H:14]([C:22]2[CH:27]=[CH:26][CH:25]=[CH:24][CH:23]=2)[CH2:15][N:16]2[CH2:20][CH2:19][C@H:18]([OH:21])[CH2:17]2)[CH3:13])=[O:11])[CH:5]=[CH:6][C:7]=1[Cl:8].[H-].[Na+].Br[CH2:31][CH2:32][O:33][CH3:34].ClCCl. The catalyst is CN(C)C=O. The product is [ClH:1].[Cl:1][C:2]1[CH:3]=[C:4]([CH2:9][C:10]([N:12]([C@@H:14]([C:22]2[CH:23]=[CH:24][CH:25]=[CH:26][CH:27]=2)[CH2:15][N:16]2[CH2:20][CH2:19][C@H:18]([O:21][CH2:31][CH2:32][O:33][CH3:34])[CH2:17]2)[CH3:13])=[O:11])[CH:5]=[CH:6][C:7]=1[Cl:8]. The yield is 0.290. (7) The product is [NH2:9][C:4]1[C:3]([CH:1]=[O:2])=[CH:8][CH:7]=[CH:6][N:5]=1. The yield is 0.880. The reactants are [CH:1]([C:3]1[C:4]([NH:9]C(=O)C(C)(C)C)=[N:5][CH:6]=[CH:7][CH:8]=1)=[O:2]. The catalyst is Cl.